This data is from Catalyst prediction with 721,799 reactions and 888 catalyst types from USPTO. The task is: Predict which catalyst facilitates the given reaction. Reactant: [C:1]1([CH2:7][O:8][C:9]2[CH:14]=[CH:13][C:12]([C@@H:15]3[N:19]([C:20]([O:22][C:23]([CH3:26])([CH3:25])[CH3:24])=[O:21])[C@H:18]([C:27]([O:29][CH3:30])=[O:28])[CH2:17][CH2:16]3)=[CH:11][CH:10]=2)[CH:6]=[CH:5][CH:4]=[CH:3][CH:2]=1.[Li+].C[Si]([N-][Si](C)(C)C)(C)C.Br[CH:42]([CH3:45])[C:43]#[N:44]. Product: [C:43]([CH2:42][CH2:45][C@@:18]1([C:27]([O:29][CH3:30])=[O:28])[CH2:17][CH2:16][C@H:15]([C:12]2[CH:11]=[CH:10][C:9]([O:8][CH2:7][C:1]3[CH:6]=[CH:5][CH:4]=[CH:3][CH:2]=3)=[CH:14][CH:13]=2)[N:19]1[C:20]([O:22][C:23]([CH3:25])([CH3:26])[CH3:24])=[O:21])#[N:44]. The catalyst class is: 1.